From a dataset of Full USPTO retrosynthesis dataset with 1.9M reactions from patents (1976-2016). Predict the reactants needed to synthesize the given product. (1) Given the product [Cl:58][C:59]1[CH:70]=[CH:69][C:62]2[NH:63][C:64]([C@@H:66]([NH:68][C:14](=[O:16])[C:13]3[CH:17]=[CH:18][C:10]([N:9]4[C:8]5[CH:23]=[CH:24][CH:25]=[CH:26][C:7]=5[N:6]=[C:5]4[CH2:4][N:2]([CH3:3])[CH3:1])=[C:11]([C:19]([F:20])([F:22])[F:21])[CH:12]=3)[CH3:67])=[N:65][C:61]=2[CH:60]=1, predict the reactants needed to synthesize it. The reactants are: [CH3:1][N:2]([CH2:4][C:5]1[N:9]([C:10]2[CH:18]=[CH:17][C:13]([C:14]([OH:16])=O)=[CH:12][C:11]=2[C:19]([F:22])([F:21])[F:20])[C:8]2[CH:23]=[CH:24][CH:25]=[CH:26][C:7]=2[N:6]=1)[CH3:3].CN(C(ON1N=NC2C=CC=CC1=2)=[N+](C)C)C.[B-](F)(F)(F)F.C(N(C(C)C)CC)(C)C.[Cl:58][C:59]1[CH:70]=[CH:69][C:62]2[NH:63][C:64]([C@@H:66]([NH2:68])[CH3:67])=[N:65][C:61]=2[CH:60]=1.ClCl. (2) Given the product [F:1][CH:2]([P:13](=[O:14])([OH:22])[OH:18])[P:3](=[O:4])([OH:12])[OH:8], predict the reactants needed to synthesize it. The reactants are: [F:1][CH:2]([P:13](=[O:22])([O:18]C(C)C)[O:14]C(C)C)[P:3](=[O:12])([O:8]C(C)C)[O:4]C(C)C.C[Si](Br)(C)C.C1(C)C=CC=CC=1.C(N(CCCC)CCCC)CCC. (3) Given the product [CH2:13]([O:15][C:16]1[N:17]([CH2:34][C:35]2[CH:36]=[CH:37][C:38]([C:41]3[CH:46]=[CH:45][CH:44]=[CH:43][C:42]=3[C:47]3[NH:3][C:4](=[O:7])[O:5][N:48]=3)=[CH:39][CH:40]=2)[C:18](=[O:33])[C:19]([C:23]2[CH:24]=[CH:25][C:26]([O:29][CH:30]([CH3:32])[CH3:31])=[CH:27][CH:28]=2)=[C:20]([CH3:22])[N:21]=1)[CH3:14], predict the reactants needed to synthesize it. The reactants are: [Cl-].O[NH3+:3].[C:4](=[O:7])([O-])[OH:5].[Na+].CS(C)=O.[CH2:13]([O:15][C:16]1[N:17]([CH2:34][C:35]2[CH:40]=[CH:39][C:38]([C:41]3[C:42]([C:47]#[N:48])=[CH:43][CH:44]=[CH:45][CH:46]=3)=[CH:37][CH:36]=2)[C:18](=[O:33])[C:19]([C:23]2[CH:28]=[CH:27][C:26]([O:29][CH:30]([CH3:32])[CH3:31])=[CH:25][CH:24]=2)=[C:20]([CH3:22])[N:21]=1)[CH3:14].